Dataset: Forward reaction prediction with 1.9M reactions from USPTO patents (1976-2016). Task: Predict the product of the given reaction. (1) The product is: [CH3:44][O:45][C:46]1[CH:47]=[C:48]([C:54]2[C@@H:63]3[C@@H:58]([CH2:59][CH2:60][CH2:61][CH2:62]3)[C:57](=[O:64])[N:56]([CH:65]3[CH2:66][CH2:67][N:68]([C:16](=[O:18])[C@@H:9]([NH:8][C:6](=[O:7])[O:5][C:1]([CH3:2])([CH3:3])[CH3:4])[CH2:10][N:11]4[CH:15]=[CH:14][CH:13]=[N:12]4)[CH2:69][CH2:70]3)[N:55]=2)[CH:49]=[CH:50][C:51]=1[O:52][CH3:53]. Given the reactants [C:1]([O:5][C:6]([NH:8][C@H:9]([C:16]([OH:18])=O)[CH2:10][N:11]1[CH:15]=[CH:14][CH:13]=[N:12]1)=[O:7])([CH3:4])([CH3:3])[CH3:2].CN(C(ON1N=NC2C=CC=CC1=2)=[N+](C)C)C.F[P-](F)(F)(F)(F)F.Cl.[CH3:44][O:45][C:46]1[CH:47]=[C:48]([C:54]2[C@@H:63]3[C@@H:58]([CH2:59][CH2:60][CH2:61][CH2:62]3)[C:57](=[O:64])[N:56]([CH:65]3[CH2:70][CH2:69][NH:68][CH2:67][CH2:66]3)[N:55]=2)[CH:49]=[CH:50][C:51]=1[O:52][CH3:53].CCN(C(C)C)C(C)C.C(=O)(O)[O-].[Na+], predict the reaction product. (2) Given the reactants C([O:5][C:6](=[O:18])[CH2:7][CH2:8][C:9]([O:11][CH:12]([O:14][C:15](=[O:17])[CH3:16])[CH3:13])=[O:10])(C)(C)C.FC(F)(F)C(O)=O, predict the reaction product. The product is: [C:15]([O:14][CH:12]([O:11][C:9](=[O:10])[CH2:8][CH2:7][C:6]([OH:18])=[O:5])[CH3:13])(=[O:17])[CH3:16].